Dataset: Full USPTO retrosynthesis dataset with 1.9M reactions from patents (1976-2016). Task: Predict the reactants needed to synthesize the given product. (1) The reactants are: [C:1]([C:5]1[N:10]=[CH:9][C:8]([C:11]2[N:12]([C:32]([N:34]3[CH2:39][CH2:38][N:37]([CH2:40][C:41](O)=[O:42])[CH2:36][CH2:35]3)=[O:33])[C@@:13]([C:25]3[CH:30]=[CH:29][C:28]([Cl:31])=[CH:27][CH:26]=3)([CH3:24])[C@@:14]([C:17]3[CH:22]=[CH:21][C:20]([Cl:23])=[CH:19][CH:18]=3)([CH3:16])[N:15]=2)=[C:7]([O:44][CH2:45][CH3:46])[CH:6]=1)([CH3:4])([CH3:3])[CH3:2].[CH3:47][O:48][C@@H:49]1[CH2:53][CH2:52][NH:51][CH2:50]1. Given the product [C:1]([C:5]1[N:10]=[CH:9][C:8]([C:11]2[N:12]([C:32]([N:34]3[CH2:35][CH2:36][N:37]([CH2:40][C:41]([N:51]4[CH2:52][CH2:53][C@@H:49]([O:48][CH3:47])[CH2:50]4)=[O:42])[CH2:38][CH2:39]3)=[O:33])[C@@:13]([C:25]3[CH:26]=[CH:27][C:28]([Cl:31])=[CH:29][CH:30]=3)([CH3:24])[C@@:14]([C:17]3[CH:18]=[CH:19][C:20]([Cl:23])=[CH:21][CH:22]=3)([CH3:16])[N:15]=2)=[C:7]([O:44][CH2:45][CH3:46])[CH:6]=1)([CH3:4])([CH3:3])[CH3:2], predict the reactants needed to synthesize it. (2) Given the product [CH3:1][C:2]1[CH:7]=[CH:6][N:5]=[CH:4][C:3]=1[N:8]1[CH2:12][CH2:11][N:10]([C:15]2[CH:16]=[C:17]([CH:20]=[CH:21][CH:22]=2)[C:18]#[N:19])[C:9]1=[O:13], predict the reactants needed to synthesize it. The reactants are: [CH3:1][C:2]1[CH:7]=[CH:6][N:5]=[CH:4][C:3]=1[N:8]1[CH2:12][CH2:11][NH:10][C:9]1=[O:13].Br[C:15]1[CH:16]=[C:17]([CH:20]=[CH:21][CH:22]=1)[C:18]#[N:19].N[C@@H]1CCCC[C@H]1N.P([O-])([O-])([O-])=O.[K+].[K+].[K+]. (3) Given the product [CH3:1][O:2][C:3]1[CH:8]=[CH:7][CH:6]=[CH:5][C:4]=1/[CH:9]=[CH:10]/[CH2:11][Si:25]([CH3:36])([CH3:35])[C:19]1[CH:24]=[CH:23][CH:22]=[CH:21][CH:20]=1, predict the reactants needed to synthesize it. The reactants are: [CH3:1][O:2][C:3]1[CH:8]=[CH:7][CH:6]=[CH:5][C:4]=1/[CH:9]=[CH:10]/[CH2:11]OC1C=CC=CC=1.[C:19]1([Si:25]([CH3:36])([CH3:35])[Si:25]([CH3:36])([CH3:35])[C:19]2[CH:24]=[CH:23][CH:22]=[CH:21][CH:20]=2)[CH:24]=[CH:23][CH:22]=[CH:21][CH:20]=1.CCN(CC)CC. (4) The reactants are: [Cl:1][C:2]1[CH:3]=[CH:4][C:5]([O:15][CH2:16][C:17]2[CH:22]=[CH:21][CH:20]=[C:19]([F:23])[C:18]=2[F:24])=[C:6]([C:8](=O)[CH2:9][CH2:10][C:11](=O)[CH3:12])[CH:7]=1.[NH2:25][C:26]1[CH:27]=[C:28]([CH:32]=[CH:33][C:34]=1[F:35])[C:29]([OH:31])=[O:30].CC1C=CC(S(O)(=O)=O)=CC=1. Given the product [Cl:1][C:2]1[CH:3]=[CH:4][C:5]([O:15][CH2:16][C:17]2[CH:22]=[CH:21][CH:20]=[C:19]([F:23])[C:18]=2[F:24])=[C:6]([C:8]2[N:25]([C:26]3[CH:27]=[C:28]([CH:32]=[CH:33][C:34]=3[F:35])[C:29]([OH:31])=[O:30])[C:11]([CH3:12])=[CH:10][CH:9]=2)[CH:7]=1, predict the reactants needed to synthesize it. (5) Given the product [Cl:8][C:9]1[N:14]=[C:13]([NH:7][C:4]2[CH:3]=[C:2]([CH3:1])[O:6][N:5]=2)[C:12]([Cl:16])=[CH:11][N:10]=1, predict the reactants needed to synthesize it. The reactants are: [CH3:1][C:2]1[O:6][N:5]=[C:4]([NH2:7])[CH:3]=1.[Cl:8][C:9]1[N:14]=[C:13](Cl)[C:12]([Cl:16])=[CH:11][N:10]=1.C(=O)([O-])[O-].[Na+].[Na+]. (6) Given the product [C:23]1([C:29]([C:40]2[CH:45]=[CH:44][CH:43]=[CH:42][CH:41]=2)=[CH:30][C:31]2[CH:36]=[C:35]([C:2]3[C:3]4[C:8]([C:9]([C:16]5[CH:21]=[CH:20][C:19]([C:48]6[CH:49]=[CH:50][CH:51]=[C:46]([CH:52]=[C:2]([C:3]7[CH:8]=[CH:7][CH:6]=[CH:5][CH:4]=7)[C:15]7[CH:10]=[CH:11][CH:12]=[CH:13][CH:14]=7)[CH:47]=6)=[CH:18][CH:17]=5)=[C:10]5[C:15]=3[CH:14]=[CH:13][CH:12]=[CH:11]5)=[CH:7][CH:6]=[CH:5][CH:4]=4)[CH:34]=[CH:33][CH:32]=2)[CH:28]=[CH:27][CH:26]=[CH:25][CH:24]=1, predict the reactants needed to synthesize it. The reactants are: Br[C:2]1[C:3]2[C:8]([C:9]([C:16]3[CH:21]=[CH:20][C:19](Br)=[CH:18][CH:17]=3)=[C:10]3[C:15]=1[CH:14]=[CH:13][CH:12]=[CH:11]3)=[CH:7][CH:6]=[CH:5][CH:4]=2.[C:23]1([C:29]([C:40]2[CH:45]=[CH:44][CH:43]=[CH:42][CH:41]=2)=[CH:30][C:31]2[CH:36]=[CH:35][C:34](B(O)O)=[CH:33][CH:32]=2)[CH:28]=[CH:27][CH:26]=[CH:25][CH:24]=1.[C:46]1([CH3:52])[CH:51]=[CH:50][CH:49]=[CH:48][CH:47]=1.C(=O)([O-])[O-].[Na+].[Na+].